This data is from Peptide-MHC class II binding affinity with 134,281 pairs from IEDB. The task is: Regression. Given a peptide amino acid sequence and an MHC pseudo amino acid sequence, predict their binding affinity value. This is MHC class II binding data. (1) The peptide sequence is KDFTFVCPTEIVEFAKQ. The MHC is DRB1_1501 with pseudo-sequence DRB1_1501. The binding affinity (normalized) is 0.179. (2) The peptide sequence is IGKLFTQTMKGVERL. The MHC is DRB1_0901 with pseudo-sequence DRB1_0901. The binding affinity (normalized) is 0.631. (3) The peptide sequence is SQDLELSWNLNGLQADLSY. The MHC is HLA-DQA10401-DQB10402 with pseudo-sequence HLA-DQA10401-DQB10402. The binding affinity (normalized) is 0.587. (4) The peptide sequence is SSIIFGAFPSLHSGCC. The MHC is DRB1_0701 with pseudo-sequence DRB1_0701. The binding affinity (normalized) is 0.280. (5) The MHC is DRB1_0405 with pseudo-sequence DRB1_0405. The binding affinity (normalized) is 0.480. The peptide sequence is LDAAYSVAYKAAVGA. (6) The peptide sequence is SEAQKAAKPAAAATA. The MHC is DRB1_0101 with pseudo-sequence DRB1_0101. The binding affinity (normalized) is 0.473. (7) The binding affinity (normalized) is 0.628. The MHC is DRB1_0405 with pseudo-sequence DRB1_0405. The peptide sequence is TFHVEKGSNPNYLALLVKYVNGDGD.